From a dataset of Reaction yield outcomes from USPTO patents with 853,638 reactions. Predict the reaction yield, written as a fraction of the theoretical maximum amount of product (1.0 means a 100% yield; for example, 0.34 means a 34% yield). (1) The reactants are C([Zn]CC)C.CCCCCC.[C:12]([OH:18])([C:14](F)(F)F)=[O:13].C(I)I.COC([CH:26]1[CH2:30][C:29](=[CH2:31])[CH2:28][N:27]1[C:32]([O:34][CH2:35][C:36]1[CH:41]=[CH:40][CH:39]=[CH:38][CH:37]=1)=[O:33])=O.C[N+]1([O-])CCOCC1. The catalyst is C(Cl)Cl.[Os](=O)(=O)(=O)=O.O.CC(C)=O. The product is [CH2:35]([O:34][C:32]([N:27]1[CH:14]([C:12]([OH:18])=[O:13])[CH2:31][C:29]2([CH2:30][CH2:26]2)[CH2:28]1)=[O:33])[C:36]1[CH:37]=[CH:38][CH:39]=[CH:40][CH:41]=1. The yield is 0.650. (2) The yield is 0.590. The reactants are [C:1]1([NH:11][C:12](=[O:14])[CH3:13])[C:10]2[C:5](=[CH:6][CH:7]=[CH:8][CH:9]=2)[CH:4]=[CH:3][N:2]=1.[OH-].[Na+]. No catalyst specified. The product is [C:1]1([NH:11][C:12](=[O:14])[CH3:13])[C:10]2[CH2:9][CH2:8][CH2:7][CH2:6][C:5]=2[CH:4]=[CH:3][N:2]=1. (3) The reactants are [C:1]1([C:7]2[C:16]([C:17]3[CH:22]=[CH:21][C:20]([C:23]([F:26])([F:25])[F:24])=[CH:19][CH:18]=3)=[N:15][C:14]3[C:9](=[CH:10][CH:11]=[C:12]([C:27]([O:29]C)=[O:28])[CH:13]=3)[N:8]=2)[CH:6]=[CH:5][CH:4]=[CH:3][CH:2]=1.[OH-].[Na+].Cl. The catalyst is CO. The product is [C:1]1([C:7]2[C:16]([C:17]3[CH:22]=[CH:21][C:20]([C:23]([F:24])([F:25])[F:26])=[CH:19][CH:18]=3)=[N:15][C:14]3[C:9](=[CH:10][CH:11]=[C:12]([C:27]([OH:29])=[O:28])[CH:13]=3)[N:8]=2)[CH:2]=[CH:3][CH:4]=[CH:5][CH:6]=1. The yield is 0.450. (4) The reactants are [CH2:1]([N:8]1[CH2:14][C:13]2[N:15]=[CH:16][C:17](Cl)=[N:18][C:12]=2[O:11][CH2:10][CH2:9]1)[C:2]1[CH:7]=[CH:6][CH:5]=[CH:4][CH:3]=1.[CH3:20][C@@H:21]1[CH2:26][O:25][CH2:24][CH2:23][NH:22]1.CC(C1C=C(C(C)C)C(C2C=CC=CC=2P(C2CCCCC2)C2CCCCC2)=C(C(C)C)C=1)C.CC(C)([O-])C.[Na+]. The catalyst is C1(C)C=CC=CC=1.C1C=CC(/C=C/C(/C=C/C2C=CC=CC=2)=O)=CC=1.C1C=CC(/C=C/C(/C=C/C2C=CC=CC=2)=O)=CC=1.C1C=CC(/C=C/C(/C=C/C2C=CC=CC=2)=O)=CC=1.[Pd].[Pd].O. The product is [CH2:1]([N:8]1[CH2:14][C:13]2[N:15]=[CH:16][C:17]([N:22]3[CH2:23][CH2:24][O:25][CH2:26][C@H:21]3[CH3:20])=[N:18][C:12]=2[O:11][CH2:10][CH2:9]1)[C:2]1[CH:7]=[CH:6][CH:5]=[CH:4][CH:3]=1. The yield is 0.600. (5) The yield is 0.500. The reactants are CI.[C:3]1([CH2:9][O:10][C:11]([C:13]2([NH:19][C:20]([N:22]3[CH2:26][CH2:25][NH:24][C:23]3=[O:27])=[O:21])[CH2:18][CH2:17][CH2:16][CH2:15][CH2:14]2)=[O:12])[CH:8]=[CH:7][CH:6]=[CH:5][CH:4]=1.[C:28](=O)([O-])[O-].[K+].[K+]. The catalyst is C(#N)C. The product is [C:3]1([CH2:9][O:10][C:11]([C:13]2([NH:19][C:20]([N:22]3[CH2:26][CH2:25][N:24]([CH3:28])[C:23]3=[O:27])=[O:21])[CH2:18][CH2:17][CH2:16][CH2:15][CH2:14]2)=[O:12])[CH:8]=[CH:7][CH:6]=[CH:5][CH:4]=1. (6) The reactants are [NH2:1][C@H:2]([CH2:7][OH:8])[CH2:3][CH:4]([CH3:6])[CH3:5].[CH2:9]1[CH2:15][S:12](=[O:14])(=[O:13])[O:11][CH2:10]1. The catalyst is C1COCC1. The product is [OH:8][CH2:7][C@@H:2]([NH:1][CH2:10][CH2:9][CH2:15][S:12]([OH:14])(=[O:13])=[O:11])[CH2:3][CH:4]([CH3:6])[CH3:5]. The yield is 0.630.